Dataset: Forward reaction prediction with 1.9M reactions from USPTO patents (1976-2016). Task: Predict the product of the given reaction. (1) Given the reactants [Cl:1][C:2]1[C:3]2[C:4]3[CH2:5][CH:6]([CH2:15][CH2:16][OH:17])[CH2:7][CH2:8][C:9]=3[S:10][C:11]=2[N:12]=[CH:13][N:14]=1.C(=O)=O, predict the reaction product. The product is: [Cl:1][C:2]1[C:3]2[C:4]3[CH2:5][C@@H:6]([CH2:15][CH2:16][OH:17])[CH2:7][CH2:8][C:9]=3[S:10][C:11]=2[N:12]=[CH:13][N:14]=1. (2) Given the reactants [Br:1][C:2]1[CH:7]=[CH:6][CH:5]=[CH:4][C:3]=1[CH2:8][C:9]([C:11]1[CH:16]=[C:15]([Cl:17])[C:14]([OH:18])=[CH:13][C:12]=1[OH:19])=[O:10].[C:20](OC(=O)C)(=O)[CH3:21].C(=O)([O-])[O-].[K+].[K+], predict the reaction product. The product is: [Br:1][C:2]1[CH:7]=[CH:6][CH:5]=[CH:4][C:3]=1[C:8]1[C:9](=[O:10])[C:11]2[C:12](=[CH:13][C:14]([OH:18])=[C:15]([Cl:17])[CH:16]=2)[O:19][C:20]=1[CH3:21]. (3) Given the reactants [S:1]1[C:5]2[CH:6]=[CH:7][CH:8]=[CH:9][C:4]=2[C:3](=[O:10])[NH:2]1.[CH2:11]([N:17]=[C:18]=[O:19])[CH2:12][CH2:13][CH2:14][CH2:15][CH3:16], predict the reaction product. The product is: [CH2:11]([NH:17][C:18]([N:2]1[C:3](=[O:10])[C:4]2[CH:9]=[CH:8][CH:7]=[CH:6][C:5]=2[S:1]1)=[O:19])[CH2:12][CH2:13][CH2:14][CH2:15][CH3:16].